This data is from Catalyst prediction with 721,799 reactions and 888 catalyst types from USPTO. The task is: Predict which catalyst facilitates the given reaction. (1) Reactant: Cl[C:2]1[C:3]([C:17]([C:19]2[CH:24]=[CH:23][CH:22]=[CH:21][C:20]=2[Cl:25])=O)=[N:4][CH:5]=[C:6]([O:8][C:9]2[CH:14]=[CH:13][C:12]([F:15])=[CH:11][C:10]=2[F:16])[N:7]=1.O.[NH2:27][NH2:28]. Product: [Cl:25][C:20]1[CH:21]=[CH:22][CH:23]=[CH:24][C:19]=1[C:17]1[C:3]2[C:2](=[N:7][C:6]([O:8][C:9]3[CH:14]=[CH:13][C:12]([F:15])=[CH:11][C:10]=3[F:16])=[CH:5][N:4]=2)[NH:28][N:27]=1. The catalyst class is: 8. (2) Reactant: C(NC([NH:6][C:7]1[S:8][C:9]2[C:15]([C:16]3[CH:21]=[CH:20][CH:19]=[CH:18][N:17]=3)=[CH:14][C:13]([C:22]3[CH:23]=[N:24][CH:25]=[CH:26][CH:27]=3)=[CH:12][C:10]=2[N:11]=1)=O)C. Product: [N:24]1[CH:25]=[CH:26][CH:27]=[C:22]([C:13]2[CH:14]=[C:15]([C:16]3[CH:21]=[CH:20][CH:19]=[CH:18][N:17]=3)[C:9]3[S:8][C:7]([NH2:6])=[N:11][C:10]=3[CH:12]=2)[CH:23]=1. The catalyst class is: 3. (3) Reactant: [CH3:1][O:2][C@@H:3]([C@@H:33]([N:38]([CH3:46])[C:39](=[O:45])[C@H:40]([CH:42]([CH3:44])[CH3:43])[NH2:41])[C@@H:34]([CH3:37])[CH2:35][CH3:36])[CH2:4][C:5]([N:7]1[CH2:11][CH2:10][CH2:9][C@H:8]1[C@H:12]([O:31][CH3:32])[C@@H:13]([CH3:30])[C:14](=[O:29])[NH:15][C@H:16]([C:24]1[S:25][CH:26]=[CH:27][N:28]=1)[CH2:17][C:18]1[CH:23]=[CH:22][CH:21]=[CH:20][CH:19]=1)=[O:6].[C:47]([O:51][C:52]([N:54]1[CH2:58][CH2:57][C@:56]([F:62])([C:59](O)=[O:60])[CH2:55]1)=[O:53])([CH3:50])([CH3:49])[CH3:48].CN(C(ON1N=NC2C=CC=NC1=2)=[N+](C)C)C.F[P-](F)(F)(F)(F)F.C(N(C(C)C)CC)(C)C. Product: [F:62][C@:56]1([C:59](=[O:60])[NH:41][C@@H:40]([CH:42]([CH3:44])[CH3:43])[C:39]([N:38]([C@@H:33]([C@@H:34]([CH3:37])[CH2:35][CH3:36])[C@H:3]([O:2][CH3:1])[CH2:4][C:5]([N:7]2[CH2:11][CH2:10][CH2:9][C@H:8]2[C@H:12]([O:31][CH3:32])[C@@H:13]([CH3:30])[C:14](=[O:29])[NH:15][C@H:16]([C:24]2[S:25][CH:26]=[CH:27][N:28]=2)[CH2:17][C:18]2[CH:19]=[CH:20][CH:21]=[CH:22][CH:23]=2)=[O:6])[CH3:46])=[O:45])[CH2:57][CH2:58][N:54]([C:52]([O:51][C:47]([CH3:48])([CH3:49])[CH3:50])=[O:53])[CH2:55]1. The catalyst class is: 4. (4) Reactant: [CH3:1][CH:2]1[CH2:7][CH2:6][CH2:5][NH:4][CH:3]1[C:8]1[O:12][N:11]=[C:10]([C:13]2[CH:14]=[C:15]([CH:18]=[CH:19][CH:20]=2)[C:16]#[N:17])[N:9]=1.[N:21]1[CH:26]=[CH:25][CH:24]=[CH:23][C:22]=1[CH:27]=O.C(O[BH-](OC(=O)C)OC(=O)C)(=O)C.[Na+]. Product: [CH3:1][C@H:2]1[CH2:7][CH2:6][CH2:5][N:4]([CH2:27][C:22]2[CH:23]=[CH:24][CH:25]=[CH:26][N:21]=2)[C@H:3]1[C:8]1[O:12][N:11]=[C:10]([C:13]2[CH:14]=[C:15]([CH:18]=[CH:19][CH:20]=2)[C:16]#[N:17])[N:9]=1. The catalyst class is: 68. (5) Reactant: [CH3:1][C:2]([CH3:29])([CH3:28])[C:3]#[C:4][C:5]1[S:9][C:8]([C:10]([OH:12])=[O:11])=[C:7]([N:13]([C@H:23]2[CH2:26][C@@H:25]([OH:27])[CH2:24]2)[C:14]([CH:16]2[CH2:21][CH2:20][CH:19]([CH3:22])[CH2:18][CH2:17]2)=[O:15])[CH:6]=1.F[C:31]1[CH:32]=[N:33][CH:34]=[CH:35][CH:36]=1.C(#N)C.FC(F)(F)C(O)=O. Product: [CH3:29][C:2]([CH3:28])([CH3:1])[C:3]#[C:4][C:5]1[S:9][C:8]([C:10]([OH:12])=[O:11])=[C:7]([N:13]([C:14]([C@H:16]2[CH2:21][CH2:20][C@H:19]([CH3:22])[CH2:18][CH2:17]2)=[O:15])[C@H:23]2[CH2:24][C@@H:25]([O:27][C:31]3[CH:32]=[N:33][CH:34]=[CH:35][CH:36]=3)[CH2:26]2)[CH:6]=1. The catalyst class is: 6. (6) Reactant: [N+:1]([C:4]1[C:9]([NH:10][CH2:11][C@@H:12]2[CH2:16][CH2:15][N:14](C(OC(C)(C)C)=O)[CH2:13]2)=[CH:8][CH:7]=[CH:6][N:5]=1)([O-:3])=[O:2].Cl. Product: [N+:1]([C:4]1[C:9]([NH:10][CH2:11][C@@H:12]2[CH2:16][CH2:15][NH:14][CH2:13]2)=[CH:8][CH:7]=[CH:6][N:5]=1)([O-:3])=[O:2]. The catalyst class is: 71. (7) Reactant: [NH2:1][C:2]([C:4]1[CH:9]=[CH:8][C:7]([C:10]2[CH:15]=[CH:14][CH:13]=[C:12]([CH:16]3[CH2:21][CH2:20][N:19](C(OC(C)(C)C)=O)[CH2:18][CH2:17]3)[CH:11]=2)=[CH:6][CH:5]=1)=[O:3].[ClH:29]. The catalyst class is: 346. Product: [ClH:29].[NH:19]1[CH2:20][CH2:21][CH:16]([C:12]2[CH:11]=[C:10]([C:7]3[CH:8]=[CH:9][C:4]([C:2]([NH2:1])=[O:3])=[CH:5][CH:6]=3)[CH:15]=[CH:14][CH:13]=2)[CH2:17][CH2:18]1.